From a dataset of Catalyst prediction with 721,799 reactions and 888 catalyst types from USPTO. Predict which catalyst facilitates the given reaction. Reactant: [C:1]([CH:3]([C:11]1[N:16]=[C:15]([O:17][CH3:18])[CH:14]=[C:13]([O:19][CH3:20])[N:12]=1)C(OC(C)(C)C)=O)#[N:2].C1(C)C=CC=CC=1.CS(O)(=O)=O.O. Product: [C:1]([CH2:3][C:11]1[N:12]=[C:13]([O:19][CH3:20])[CH:14]=[C:15]([O:17][CH3:18])[N:16]=1)#[N:2]. The catalyst class is: 13.